Dataset: Reaction yield outcomes from USPTO patents with 853,638 reactions. Task: Predict the reaction yield, written as a fraction of the theoretical maximum amount of product (1.0 means a 100% yield; for example, 0.34 means a 34% yield). (1) The reactants are [CH3:1][O:2][C:3]([C:5]1[CH:10]=[CH:9][CH:8]=[CH:7][C:6]=1[O:11][C:12]([N:14]1[CH2:18][C@H:17]([S:19]C(C2C=CC=CC=2)(C2C=CC=CC=2)C2C=CC=CC=2)[CH2:16][C@H:15]1[CH2:39][O:40][CH2:41][C:42]1[CH:47]=[C:46]([F:48])[C:45]([F:49])=[CH:44][C:43]=1[F:50])=[O:13])=[O:4].C([SiH](CC)CC)C. The catalyst is C(O)(C(F)(F)F)=O. The product is [CH3:1][O:2][C:3]([C:5]1[CH:10]=[CH:9][CH:8]=[CH:7][C:6]=1[O:11][C:12]([N:14]1[CH2:18][C@H:17]([SH:19])[CH2:16][C@H:15]1[CH2:39][O:40][CH2:41][C:42]1[CH:47]=[C:46]([F:48])[C:45]([F:49])=[CH:44][C:43]=1[F:50])=[O:13])=[O:4]. The yield is 0.820. (2) The product is [CH2:22]([O:21][C:19](=[O:20])[C:17]#[C:16][C:13]1[CH:14]=[CH:15][C:10]([Br:9])=[CH:11][CH:12]=1)[CH3:23]. The catalyst is C1COCC1. The reactants are [Li+].CC([N-]C(C)C)C.[Br:9][C:10]1[CH:15]=[CH:14][C:13]([C:16]#[CH:17])=[CH:12][CH:11]=1.Cl[C:19]([O:21][CH2:22][CH3:23])=[O:20]. The yield is 0.691. (3) The reactants are [H-].[Na+].[NH:3]1[CH2:7][CH2:6][N:5]2[N:8]=[CH:9][CH:10]=[C:4]12.Br[CH2:12][CH2:13][CH2:14][NH:15][C:16](=[O:22])[O:17][C:18]([CH3:21])([CH3:20])[CH3:19].O. The catalyst is CN(C=O)C. The product is [N:3]1([CH2:12][CH2:13][CH2:14][NH:15][C:16](=[O:22])[O:17][C:18]([CH3:21])([CH3:20])[CH3:19])[CH2:7][CH2:6][N:5]2[N:8]=[CH:9][CH:10]=[C:4]12. The yield is 0.310.